Dataset: NCI-60 drug combinations with 297,098 pairs across 59 cell lines. Task: Regression. Given two drug SMILES strings and cell line genomic features, predict the synergy score measuring deviation from expected non-interaction effect. (1) Drug 1: CC=C1C(=O)NC(C(=O)OC2CC(=O)NC(C(=O)NC(CSSCCC=C2)C(=O)N1)C(C)C)C(C)C. Drug 2: CN(C(=O)NC(C=O)C(C(C(CO)O)O)O)N=O. Cell line: U251. Synergy scores: CSS=67.3, Synergy_ZIP=-1.86, Synergy_Bliss=-2.92, Synergy_Loewe=-24.8, Synergy_HSA=-1.06. (2) Drug 1: C1=CC=C(C=C1)NC(=O)CCCCCCC(=O)NO. Drug 2: C1CC(CCC1OC2=C(C(=CC=C2)Cl)F)(CC3=NC(=CC=C3)NC4=NC=CS4)C(=O)O. Cell line: NCI-H460. Synergy scores: CSS=55.1, Synergy_ZIP=-4.09, Synergy_Bliss=-5.90, Synergy_Loewe=-7.97, Synergy_HSA=-1.04. (3) Drug 1: CC1=C(C(=CC=C1)Cl)NC(=O)C2=CN=C(S2)NC3=CC(=NC(=N3)C)N4CCN(CC4)CCO. Drug 2: CCN(CC)CCNC(=O)C1=C(NC(=C1C)C=C2C3=C(C=CC(=C3)F)NC2=O)C. Cell line: HCT-15. Synergy scores: CSS=-2.12, Synergy_ZIP=-1.99, Synergy_Bliss=-3.08, Synergy_Loewe=-8.11, Synergy_HSA=-5.91. (4) Drug 1: C1CNP(=O)(OC1)N(CCCl)CCCl. Drug 2: C(CCl)NC(=O)N(CCCl)N=O. Cell line: SF-539. Synergy scores: CSS=-5.21, Synergy_ZIP=-4.27, Synergy_Bliss=-12.2, Synergy_Loewe=-32.2, Synergy_HSA=-16.5. (5) Drug 1: C1=CC(=CC=C1CCC2=CNC3=C2C(=O)NC(=N3)N)C(=O)NC(CCC(=O)O)C(=O)O. Drug 2: CC1CCC2CC(C(=CC=CC=CC(CC(C(=O)C(C(C(=CC(C(=O)CC(OC(=O)C3CCCCN3C(=O)C(=O)C1(O2)O)C(C)CC4CCC(C(C4)OC)O)C)C)O)OC)C)C)C)OC. Cell line: IGROV1. Synergy scores: CSS=42.6, Synergy_ZIP=-10.4, Synergy_Bliss=-9.54, Synergy_Loewe=-6.05, Synergy_HSA=-3.87. (6) Drug 1: CC1=C2C(C(=O)C3(C(CC4C(C3C(C(C2(C)C)(CC1OC(=O)C(C(C5=CC=CC=C5)NC(=O)OC(C)(C)C)O)O)OC(=O)C6=CC=CC=C6)(CO4)OC(=O)C)O)C)O. Drug 2: C1=NNC2=C1C(=O)NC=N2. Cell line: U251. Synergy scores: CSS=43.3, Synergy_ZIP=1.19, Synergy_Bliss=-3.11, Synergy_Loewe=-74.7, Synergy_HSA=-5.32. (7) Drug 1: C1=CN(C(=O)N=C1N)C2C(C(C(O2)CO)O)O.Cl. Drug 2: CC12CCC3C(C1CCC2OP(=O)(O)O)CCC4=C3C=CC(=C4)OC(=O)N(CCCl)CCCl.[Na+]. Cell line: SK-MEL-5. Synergy scores: CSS=36.6, Synergy_ZIP=-9.78, Synergy_Bliss=-6.90, Synergy_Loewe=-31.7, Synergy_HSA=-4.02.